From a dataset of Full USPTO retrosynthesis dataset with 1.9M reactions from patents (1976-2016). Predict the reactants needed to synthesize the given product. (1) Given the product [NH2:23][C:3]1[CH:4]=[CH:5][C:6]([S:8]([N:9]=[C:10]([N:14]2[CH2:18][C:17]([CH3:20])([CH3:19])[CH:16]=[N:15]2)[NH:11][CH2:12][CH3:13])(=[O:22])=[O:21])=[CH:7][C:2]=1[Br:1], predict the reactants needed to synthesize it. The reactants are: [Br:1][C:2]1[CH:7]=[C:6]([S:8](=[O:22])(=[O:21])[N:9]=[C:10]([N:14]2[CH2:18][C:17]([CH3:20])([CH3:19])[CH:16]=[N:15]2)[NH:11][CH2:12][CH3:13])[CH:5]=[CH:4][C:3]=1[NH:23]C(=O)C(F)(F)F.C(=O)([O-])[O-].[K+].[K+].O. (2) Given the product [CH2:27]([NH:34][C:20]1[CH:19]=[C:18]([CH:23]=[CH:22][C:21]=1[Cl:24])[CH2:17][C:13]([CH3:16])([CH2:14][CH3:15])[C:12]([O:11][C:7]([CH3:10])([CH3:9])[CH3:8])=[O:26])[C:28]1[CH:33]=[CH:32][CH:31]=[CH:30][CH:29]=1, predict the reactants needed to synthesize it. The reactants are: CC(C)([O-])C.[Na+].[C:7]([O:11][C:12](=[O:26])[C:13]([CH2:17][C:18]1[CH:23]=[CH:22][C:21]([Cl:24])=[C:20](Br)[CH:19]=1)([CH3:16])[CH2:14][CH3:15])([CH3:10])([CH3:9])[CH3:8].[CH2:27]([NH2:34])[C:28]1[CH:33]=[CH:32][CH:31]=[CH:30][CH:29]=1.C1(P(C2C=CC=CC=2)C2C=CC3C(=CC=CC=3)C=2C2C3C(=CC=CC=3)C=CC=2P(C2C=CC=CC=2)C2C=CC=CC=2)C=CC=CC=1.[Cl-].[NH4+]. (3) Given the product [C:20]([N:23]1[C:32]2[C:27](=[CH:28][C:29]([C:2]3[CH:3]=[N:4][N:5]([CH2:7][CH2:8][N:9]4[C:17](=[O:18])[C:16]5[C:11](=[CH:12][CH:13]=[CH:14][CH:15]=5)[C:10]4=[O:19])[CH:6]=3)=[CH:30][CH:31]=2)[C@H:26]([NH:42][C:43](=[O:48])[O:44][CH:45]([CH3:46])[CH3:47])[CH2:25][C@@H:24]1[CH3:49])(=[O:22])[CH3:21], predict the reactants needed to synthesize it. The reactants are: Br[C:2]1[CH:3]=[N:4][N:5]([CH2:7][CH2:8][N:9]2[C:17](=[O:18])[C:16]3[C:11](=[CH:12][CH:13]=[CH:14][CH:15]=3)[C:10]2=[O:19])[CH:6]=1.[C:20]([N:23]1[C:32]2[C:27](=[CH:28][C:29](B3OC(C)(C)C(C)(C)O3)=[CH:30][CH:31]=2)[CH:26]([NH:42][C:43](=[O:48])[O:44][CH:45]([CH3:47])[CH3:46])[CH2:25][CH:24]1[CH3:49])(=[O:22])[CH3:21].C(=O)([O-])[O-].[K+].[K+].C1(C)C=CC=CC=1. (4) Given the product [N+:8]([C:3]1[CH:4]=[CH:5][CH:6]=[CH:7][C:2]=1[N:23]1[CH2:22][CH2:21][CH2:20][CH:19]([NH:18][C:16](=[O:17])[O:15][C:12]([CH3:13])([CH3:11])[CH3:14])[CH2:24]1)([O-:10])=[O:9], predict the reactants needed to synthesize it. The reactants are: F[C:2]1[CH:7]=[CH:6][CH:5]=[CH:4][C:3]=1[N+:8]([O-:10])=[O:9].[CH3:11][C:12]([O:15][C:16]([NH:18][CH:19]1[CH2:24][NH:23][CH2:22][CH2:21][CH2:20]1)=[O:17])([CH3:14])[CH3:13].CCN(C(C)C)C(C)C. (5) Given the product [Br:1][C:2]1[CH:3]=[CH:4][C:5]2[S:9][C:8]([CH2:10][CH2:11][CH2:12][OH:13])=[C:7]([CH3:19])[C:6]=2[CH:20]=1, predict the reactants needed to synthesize it. The reactants are: [Br:1][C:2]1[CH:3]=[CH:4][C:5]2[S:9][C:8]([CH2:10][CH2:11][C:12](OC(C)(C)C)=[O:13])=[C:7]([CH3:19])[C:6]=2[CH:20]=1.[H-].C([Al+]CC(C)C)C(C)C. (6) The reactants are: ClC1C=C(C(OO)=[O:9])C=CC=1.[OH:12][CH2:13][CH:14]1[CH2:20][O:19][CH2:18][CH2:17][N:16]([C:21]([O:23][C:24]([CH3:27])([CH3:26])[CH3:25])=[O:22])[CH2:15]1.CC[CH2:30][CH2:31][CH2:32][CH3:33]. Given the product [CH:32]1([CH2:33][O:12][CH2:13][C:14]2([OH:9])[CH2:20][O:19][CH2:18][CH2:17][N:16]([C:21]([O:23][C:24]([CH3:27])([CH3:26])[CH3:25])=[O:22])[CH2:15]2)[CH2:30][CH2:31]1, predict the reactants needed to synthesize it. (7) Given the product [CH3:16][C:17]1([CH3:33])[C:21]([CH3:23])([CH3:22])[O:20][B:19]([C:2]2[CH:7]=[CH:6][C:5]([CH2:8][CH2:9][N:10]3[CH2:15][CH2:14][O:13][CH2:12][CH2:11]3)=[CH:4][CH:3]=2)[O:18]1, predict the reactants needed to synthesize it. The reactants are: I[C:2]1[CH:7]=[CH:6][C:5]([CH2:8][CH2:9][N:10]2[CH2:15][CH2:14][O:13][CH2:12][CH2:11]2)=[CH:4][CH:3]=1.[CH3:16][C:17]1([CH3:33])[C:21]([CH3:23])([CH3:22])[O:20][B:19]([B:19]2[O:20][C:21]([CH3:23])([CH3:22])[C:17]([CH3:33])([CH3:16])[O:18]2)[O:18]1.CC([O-])=O.[K+].C(Cl)Cl.N#N. (8) Given the product [C:1]([SiH2:5][O:6][C:7]([CH3:22])([CH3:21])[CH:8]1[CH2:12][N:11]([CH:13]2[CH2:14][CH2:15][CH2:16][CH2:17][CH2:18][CH2:19]2)[C:10](=[O:20])[CH:9]1[CH3:23])([CH3:4])([CH3:2])[CH3:3], predict the reactants needed to synthesize it. The reactants are: [C:1]([SiH2:5][O:6][C:7]([CH3:22])([CH3:21])[CH:8]1[CH2:12][N:11]([CH:13]2[CH2:19][CH2:18][CH2:17][CH2:16][CH2:15][CH2:14]2)[C:10](=[O:20])[CH2:9]1)([CH3:4])([CH3:3])[CH3:2].[CH3:23][Si]([N-][Si](C)(C)C)(C)C.[Li+].CI.